Dataset: Full USPTO retrosynthesis dataset with 1.9M reactions from patents (1976-2016). Task: Predict the reactants needed to synthesize the given product. (1) Given the product [CH3:21][O:20][C:17]1[CH:18]=[C:19]2[C:14]([N:13]=[CH:12][C:11](=[O:22])[N:10]2[CH2:9][CH2:8][N:5]2[CH2:4][CH2:3][CH:2]([NH:1][CH2:34][C:28]3[CH:27]=[C:26]4[C:31]([CH2:32][CH2:33][C:24](=[O:23])[NH:25]4)=[CH:30][CH:29]=3)[CH2:7][CH2:6]2)=[CH:15][CH:16]=1, predict the reactants needed to synthesize it. The reactants are: [NH2:1][CH:2]1[CH2:7][CH2:6][N:5]([CH2:8][CH2:9][N:10]2[C:19]3[C:14](=[CH:15][CH:16]=[C:17]([O:20][CH3:21])[CH:18]=3)[N:13]=[CH:12][C:11]2=[O:22])[CH2:4][CH2:3]1.[O:23]=[C:24]1[CH2:33][CH2:32][C:31]2[C:26](=[CH:27][C:28]([CH:34]=O)=[CH:29][CH:30]=2)[NH:25]1.C(O[BH-](OC(=O)C)OC(=O)C)(=O)C.[Na+].C(=O)([O-])O.[Na+]. (2) The reactants are: [C:1]([OH:10])(=[O:9])/[CH:2]=[CH:3]/[CH:4]=[CH:5]/[C:6]([OH:8])=[O:7].C(O)(=O)C=CCCC(O)=O. Given the product [C:1]([OH:10])(=[O:9])[CH2:2][CH2:3][CH2:4][CH2:5][C:6]([OH:8])=[O:7], predict the reactants needed to synthesize it. (3) Given the product [Cl:6][C:7]1[C:8]2[N:9]([C:13]([CH:16]3[CH2:19][C:18]([CH2:20][OH:4])([OH:35])[CH2:17]3)=[N:14][CH:15]=2)[CH:10]=[CH:11][N:12]=1, predict the reactants needed to synthesize it. The reactants are: C1C[O:4]CC1.[Cl:6][C:7]1[C:8]2[N:9]([C:13]([CH:16]3[CH2:19][C:18](=[CH2:20])[CH2:17]3)=[N:14][CH:15]=2)[CH:10]=[CH:11][N:12]=1.C[N+]1([O-])CCOCC1.S([O-])([O-])=O.[Na+].[Na+].[OH2:35].